From a dataset of Reaction yield outcomes from USPTO patents with 853,638 reactions. Predict the reaction yield, written as a fraction of the theoretical maximum amount of product (1.0 means a 100% yield; for example, 0.34 means a 34% yield). (1) The reactants are [N+:1](=C)=[N-].[CH:4](=[C:11]1[NH:15][C:14](=[O:16])[C:13]([N+:17]([O-:19])=[O:18])=[C:12]1O)[C:5]1[CH:10]=[CH:9][CH:8]=[CH:7][CH:6]=1.N. The catalyst is CCOCC.CO. The product is [NH2:1][C:12]1[C:11](=[CH:4][C:5]2[CH:10]=[CH:9][CH:8]=[CH:7][CH:6]=2)[NH:15][C:14](=[O:16])[C:13]=1[N+:17]([O-:19])=[O:18]. The yield is 0.750. (2) The reactants are [F:1][C:2]1[CH:7]=[CH:6][C:5]([CH:8]2[C:13]([C:14]([O:16][CH3:17])=[O:15])=[C:12]([CH:18]([CH3:20])[CH3:19])[NH:11][C:10]([CH:21]([CH3:23])[CH3:22])=[C:9]2[C:24]([O:26][CH3:27])=[O:25])=[CH:4][CH:3]=1.Cl.N(OC)=O.[OH-].[Na+]. The catalyst is O. The product is [F:1][C:2]1[CH:3]=[CH:4][C:5]([C:8]2[C:9]([C:24]([O:26][CH3:27])=[O:25])=[C:10]([CH:21]([CH3:22])[CH3:23])[N:11]=[C:12]([CH:18]([CH3:19])[CH3:20])[C:13]=2[C:14]([O:16][CH3:17])=[O:15])=[CH:6][CH:7]=1. The yield is 0.980. (3) The reactants are [Cl:1][C:2]1[CH:31]=[CH:30][CH:29]=[C:28]([Cl:32])[C:3]=1[O:4][C:5]1[CH:10]=[CH:9][C:8]2[C:11]3([CH2:26][O:27][C:7]=2[CH:6]=1)[CH2:16][CH2:15][N:14]([CH2:17][CH2:18][C:19]([O:21]C(C)(C)C)=[O:20])[CH2:13][CH2:12]3.O1CCOCC1. The yield is 0.869. The product is [ClH:1].[Cl:32][C:28]1[CH:29]=[CH:30][CH:31]=[C:2]([Cl:1])[C:3]=1[O:4][C:5]1[CH:10]=[CH:9][C:8]2[C:11]3([CH2:26][O:27][C:7]=2[CH:6]=1)[CH2:16][CH2:15][N:14]([CH2:17][CH2:18][C:19]([OH:21])=[O:20])[CH2:13][CH2:12]3. The catalyst is Cl.